Dataset: Catalyst prediction with 721,799 reactions and 888 catalyst types from USPTO. Task: Predict which catalyst facilitates the given reaction. Reactant: [C:1]([O:5][C:6]([N:8]1[CH2:13][CH2:12][C:11]([C:15]2[S:16][C:17]([C:28]3[CH:33]=[CH:32][C:31]([O:34][CH3:35])=[CH:30][CH:29]=3)=[C:18]([C:20]3[CH:25]=[CH:24][C:23]([O:26][CH3:27])=[CH:22][CH:21]=3)[N:19]=2)([OH:14])[CH2:10][CH2:9]1)=[O:7])([CH3:4])([CH3:3])[CH3:2].[H-].[Na+].[CH3:38]I.Cl. Product: [C:1]([O:5][C:6]([N:8]1[CH2:9][CH2:10][C:11]([C:15]2[S:16][C:17]([C:28]3[CH:29]=[CH:30][C:31]([O:34][CH3:35])=[CH:32][CH:33]=3)=[C:18]([C:20]3[CH:25]=[CH:24][C:23]([O:26][CH3:27])=[CH:22][CH:21]=3)[N:19]=2)([O:14][CH3:38])[CH2:12][CH2:13]1)=[O:7])([CH3:4])([CH3:3])[CH3:2]. The catalyst class is: 9.